Dataset: Full USPTO retrosynthesis dataset with 1.9M reactions from patents (1976-2016). Task: Predict the reactants needed to synthesize the given product. (1) Given the product [Br:28][C:3]1[N:4]2[CH:9]=[C:8]([C:10]3[CH:11]=[N:12][N:13]([CH:15]4[CH2:20][CH2:19][N:18]([C:21]([O:23][C:24]([CH3:27])([CH3:26])[CH3:25])=[O:22])[CH2:17][CH2:16]4)[CH:14]=3)[CH:7]=[CH:6][C:5]2=[N:1][CH:2]=1, predict the reactants needed to synthesize it. The reactants are: [N:1]1[CH:2]=[CH:3][N:4]2[CH:9]=[C:8]([C:10]3[CH:11]=[N:12][N:13]([CH:15]4[CH2:20][CH2:19][N:18]([C:21]([O:23][C:24]([CH3:27])([CH3:26])[CH3:25])=[O:22])[CH2:17][CH2:16]4)[CH:14]=3)[CH:7]=[CH:6][C:5]=12.[Br:28]N1C(=O)CCC1=O. (2) Given the product [Cl:1][C:2]1[CH:3]=[CH:4][C:5]([C:8]2[C:9](=[O:35])[O:10][C:11]3[C:16]([C:17]=2[CH2:18][C:19]2[CH:24]=[CH:23][C:22]([O:25][CH2:26][CH2:27][CH:28]4[CH2:33][CH2:32][CH2:31][CH2:30][NH:29]4)=[CH:21][CH:20]=2)=[CH:15][CH:14]=[C:13]([OH:34])[C:12]=3[I:38])=[CH:6][CH:7]=1, predict the reactants needed to synthesize it. The reactants are: [Cl:1][C:2]1[CH:7]=[CH:6][C:5]([C:8]2[C:9](=[O:35])[O:10][C:11]3[C:16]([C:17]=2[CH2:18][C:19]2[CH:24]=[CH:23][C:22]([O:25][CH2:26][CH2:27][CH:28]4[CH2:33][CH2:32][CH2:31][CH2:30][NH:29]4)=[CH:21][CH:20]=2)=[CH:15][CH:14]=[C:13]([OH:34])[CH:12]=3)=[CH:4][CH:3]=1.[OH-].[NH4+].[I:38]I. (3) Given the product [N:12]1[N:11]=[C:10]([CH2:9][C@H:8]([NH:7][C:6](=[O:5])[CH3:34])[CH2:23][C:24]2[CH:29]=[C:28]([F:30])[C:27]([F:31])=[CH:26][C:25]=2[F:32])[N:14]2[CH:15]=[CH:16][C:17]3=[N:21][CH:20]=[N:19][N:18]3[C:13]=12, predict the reactants needed to synthesize it. The reactants are: C([O:5][C:6](=O)[NH:7][C@H:8]([CH2:23][C:24]1[CH:29]=[C:28]([F:30])[C:27]([F:31])=[CH:26][C:25]=1[F:32])[CH2:9][C:10](=O)[NH:11][NH:12][C:13]1[N:18]2[N:19]=[CH:20][N:21]=[C:17]2[CH:16]=[CH:15][N:14]=1)(C)(C)C.[C:34](O)(=O)C. (4) Given the product [CH2:1]([N:8]1[C:16]2[C:11](=[CH:12][CH:13]=[CH:14][CH:15]=2)[C:10]([C:19]2[S:18][CH:22]=[CH:21][CH:20]=2)=[CH:9]1)[C:2]1[CH:7]=[CH:6][CH:5]=[CH:4][CH:3]=1, predict the reactants needed to synthesize it. The reactants are: [CH2:1]([N:8]1[C:16]2[C:11](=[CH:12][CH:13]=[CH:14][CH:15]=2)[C:10](I)=[CH:9]1)[C:2]1[CH:7]=[CH:6][CH:5]=[CH:4][CH:3]=1.[S:18]1[CH:22]=[CH:21][CH:20]=[C:19]1B(O)O.C([O-])([O-])=O.[K+].[K+].C(N1C2C(=CC=CC=2)C=C1C1C=COC=1)C1C=CC=CC=1. (5) The reactants are: [O:1]1[CH:5]=[CH:4][CH:3]=[C:2]1[C:6]1[O:7][C:8]([CH3:41])=[C:9]([CH2:11][O:12][C:13]2[CH:38]=[CH:37][C:16]([CH2:17][O:18][C:19]3[C:23](/[CH:24]=[CH:25]/[C:26]([O:28]CC)=[O:27])=[CH:22][N:21]([C:31]4[CH:36]=[CH:35][CH:34]=[CH:33][CH:32]=4)[N:20]=3)=[CH:15][C:14]=2[O:39][CH3:40])[N:10]=1.O1CCCC1.[OH-].[Na+].Cl. Given the product [O:1]1[CH:5]=[CH:4][CH:3]=[C:2]1[C:6]1[O:7][C:8]([CH3:41])=[C:9]([CH2:11][O:12][C:13]2[CH:38]=[CH:37][C:16]([CH2:17][O:18][C:19]3[C:23](/[CH:24]=[CH:25]/[C:26]([OH:28])=[O:27])=[CH:22][N:21]([C:31]4[CH:36]=[CH:35][CH:34]=[CH:33][CH:32]=4)[N:20]=3)=[CH:15][C:14]=2[O:39][CH3:40])[N:10]=1, predict the reactants needed to synthesize it. (6) Given the product [CH:20]([N:17]1[CH2:16][CH2:15][N:14]([C:12]([C:10]2[CH:9]=[CH:8][C:5]3[S:6][CH:7]=[C:3]([CH:2]=[O:1])[C:4]=3[CH:11]=2)=[O:13])[CH2:19][CH2:18]1)([CH3:22])[CH3:21], predict the reactants needed to synthesize it. The reactants are: [OH:1][CH2:2][C:3]1[C:4]2[CH:11]=[C:10]([C:12]([N:14]3[CH2:19][CH2:18][N:17]([CH:20]([CH3:22])[CH3:21])[CH2:16][CH2:15]3)=[O:13])[CH:9]=[CH:8][C:5]=2[S:6][CH:7]=1. (7) Given the product [C:4]([C:7]1[CH:12]([CH:23]([CH3:25])[CH3:24])[CH:11]=[CH:10][N:9]([C:14]([O:16][C:17]2[CH:22]=[CH:21][CH:20]=[CH:19][CH:18]=2)=[O:15])[CH:8]=1)(=[O:6])[CH3:5], predict the reactants needed to synthesize it. The reactants are: CSC.[C:4]([C:7]1[CH:8]=[N:9][CH:10]=[CH:11][CH:12]=1)(=[O:6])[CH3:5].Cl[C:14]([O:16][C:17]1[CH:22]=[CH:21][CH:20]=[CH:19][CH:18]=1)=[O:15].[CH:23]([Mg]Cl)([CH3:25])[CH3:24].